From a dataset of Catalyst prediction with 721,799 reactions and 888 catalyst types from USPTO. Predict which catalyst facilitates the given reaction. (1) Reactant: [Cl:1][C:2]1[CH:7]=[CH:6][C:5]([N:8]=[C:9]=[O:10])=[CH:4][CH:3]=1.C(OC([N:18]1[CH2:23][CH2:22][NH:21][CH:20]([C:24]2[CH:29]=[CH:28][CH:27]=[CH:26][CH:25]=2)[CH2:19]1)=O)(C)(C)C. Product: [Cl:1][C:2]1[CH:7]=[CH:6][C:5]([NH:8][C:9]([N:21]2[CH2:22][CH2:23][NH:18][CH2:19][CH:20]2[C:24]2[CH:29]=[CH:28][CH:27]=[CH:26][CH:25]=2)=[O:10])=[CH:4][CH:3]=1. The catalyst class is: 7. (2) Reactant: C([Li])CCC.[F:6][C:7]([F:18])([F:17])[C:8]1[CH:16]=[CH:15][C:11]([C:12]([OH:14])=[O:13])=[CH:10][N:9]=1.[CH2:19]([S:21]SCC)[CH3:20].Cl. Product: [CH2:19]([S:21][C:15]1[C:11]([C:12]([OH:14])=[O:13])=[CH:10][N:9]=[C:8]([C:7]([F:6])([F:17])[F:18])[CH:16]=1)[CH3:20]. The catalyst class is: 1. (3) Reactant: Cl.[CH2:2]([O:9][C:10](=[O:16])[NH:11][CH2:12][CH2:13][CH2:14][NH2:15])[C:3]1[CH:8]=[CH:7][CH:6]=[CH:5][CH:4]=1.CCN(C(C)C)C(C)C.[Cl:26][C:27]1[N:32]=[C:31](Cl)[C:30]([Br:34])=[CH:29][N:28]=1. Product: [CH2:2]([O:9][C:10](=[O:16])[NH:11][CH2:12][CH2:13][CH2:14][NH:15][C:29]1[C:30]([Br:34])=[CH:31][N:32]=[C:27]([Cl:26])[N:28]=1)[C:3]1[CH:8]=[CH:7][CH:6]=[CH:5][CH:4]=1. The catalyst class is: 32. (4) Reactant: [CH3:1][C:2]1[C:7]([N+:8]([O-])=O)=[CH:6][CH:5]=[C:4]([N:11]2[CH2:15][CH2:14][C@@H:13]([N:16]3[CH2:20][CH2:19][CH2:18][C@@H:17]3[CH3:21])[CH2:12]2)[N:3]=1. Product: [CH3:1][C:2]1[C:7]([NH2:8])=[CH:6][CH:5]=[C:4]([N:11]2[CH2:15][CH2:14][C@@H:13]([N:16]3[CH2:20][CH2:19][CH2:18][C@@H:17]3[CH3:21])[CH2:12]2)[N:3]=1. The catalyst class is: 29. (5) Reactant: [CH3:1][C:2]1[N:3]=[CH:4][C:5]([NH2:8])=[N:6][CH:7]=1.[Cl-].C[Al+]C.COC1C=C(OC)C=CC=1C[N:18](CC1C=CC(OC)=CC=1OC)[S:19]([C:22]1[CH:43]=[CH:42][C:25]([O:26][C:27]2[C:28]3[C:32]([CH:33]=[C:34]([C:36](OC)=[O:37])[CH:35]=2)=[N:31][N:30]([CH2:40][CH3:41])[CH:29]=3)=[CH:24][CH:23]=1)(=[O:21])=[O:20].C(C(C(C([O-])=O)O)O)([O-])=O.[Na+].[K+].FC(F)(F)C(O)=O. Product: [NH2:18][S:19]([C:22]1[CH:43]=[CH:42][C:25]([O:26][C:27]2[C:28]3[C:32]([CH:33]=[C:34]([C:36]([NH:8][C:5]4[CH:4]=[N:3][C:2]([CH3:1])=[CH:7][N:6]=4)=[O:37])[CH:35]=2)=[N:31][N:30]([CH2:40][CH3:41])[CH:29]=3)=[CH:24][CH:23]=1)(=[O:20])=[O:21]. The catalyst class is: 68. (6) Reactant: CS(C)=O.[CH3:5][NH:6][C@@H:7]1[CH2:11][CH2:10][NH:9][CH2:8]1.[C:12]([C:14]1[C:19]2[N:20]=[C:21]([C:23]([N:25]([CH3:27])[CH3:26])=[O:24])[O:22][C:18]=2[C:17](F)=[C:16]([C:29]2[CH:34]=[CH:33][CH:32]=[CH:31][CH:30]=2)[C:15]=1[CH3:35])#[N:13].[CH2:36](N(CC)CC)C. Product: [C:12]([C:14]1[C:19]2[N:20]=[C:21]([C:23]([N:25]([CH3:27])[CH3:26])=[O:24])[O:22][C:18]=2[C:17]([N:9]2[CH2:10][CH2:11][C@@H:7]([N:6]([CH3:36])[CH3:5])[CH2:8]2)=[C:16]([C:29]2[CH:34]=[CH:33][CH:32]=[CH:31][CH:30]=2)[C:15]=1[CH3:35])#[N:13]. The catalyst class is: 170.